Dataset: Reaction yield outcomes from USPTO patents with 853,638 reactions. Task: Predict the reaction yield, written as a fraction of the theoretical maximum amount of product (1.0 means a 100% yield; for example, 0.34 means a 34% yield). (1) The reactants are C(N(CC)CC)C.[Br:8][C:9]1[C:17]2[C:16](Cl)=[N:15][CH:14]=[N:13][C:12]=2[N:11]([S:19]([C:22]2[CH:28]=[CH:27][C:25]([CH3:26])=[CH:24][CH:23]=2)(=[O:21])=[O:20])[CH:10]=1.[C:29]([O:33][C:34]([NH:36][C:37]1([C:43]([O:45][CH3:46])=[O:44])[CH2:42][CH2:41][NH:40][CH2:39][CH2:38]1)=[O:35])([CH3:32])([CH3:31])[CH3:30]. The catalyst is CC(N(C)C)=O. The product is [Br:8][C:9]1[C:17]2[C:16]([N:40]3[CH2:41][CH2:42][C:37]([NH:36][C:34]([O:33][C:29]([CH3:32])([CH3:31])[CH3:30])=[O:35])([C:43]([O:45][CH3:46])=[O:44])[CH2:38][CH2:39]3)=[N:15][CH:14]=[N:13][C:12]=2[N:11]([S:19]([C:22]2[CH:28]=[CH:27][C:25]([CH3:26])=[CH:24][CH:23]=2)(=[O:21])=[O:20])[CH:10]=1. The yield is 0.697. (2) The reactants are [C:1]([OH:5])([CH3:4])([CH3:3])C.[CH:6]([C:9]1[CH:14]=[CH:13][C:12]([CH:15]2[C:19]3[C:20]([CH3:35])=[C:21]([NH:27][C:28](=[O:34])[CH2:29][C:30]([CH3:33])([CH3:32])[CH3:31])[C:22]([CH3:26])=C(C=C)[C:18]=3[O:17][CH2:16]2)=[CH:11][CH:10]=1)([CH3:8])[CH3:7].S([O-])([O-])=[O:37].[Na+].[Na+]. The catalyst is O.C1COCC1. The product is [OH:5][CH:1]([C:4]1[C:18]2[O:17][CH2:16][CH:15]([C:12]3[CH:13]=[CH:14][C:9]([CH:6]([CH3:7])[CH3:8])=[CH:10][CH:11]=3)[C:19]=2[C:20]([CH3:35])=[C:21]([NH:27][C:28](=[O:34])[CH2:29][C:30]([CH3:32])([CH3:33])[CH3:31])[C:22]=1[CH3:26])[CH2:3][OH:37]. The yield is 0.770.